From a dataset of Forward reaction prediction with 1.9M reactions from USPTO patents (1976-2016). Predict the product of the given reaction. (1) Given the reactants [N:1]1(C(OC(C)(C)C)=O)[CH:9]2[CH:4]([CH2:5][N:6]([C:10]([O:12][CH2:13][C:14]3[CH:19]=[CH:18][CH:17]=[CH:16][CH:15]=3)=[O:11])[CH2:7][CH2:8]2)[CH2:3][CH2:2]1.[ClH:27], predict the reaction product. The product is: [ClH:27].[NH:1]1[CH:9]2[CH:4]([CH2:5][N:6]([C:10]([O:12][CH2:13][C:14]3[CH:19]=[CH:18][CH:17]=[CH:16][CH:15]=3)=[O:11])[CH2:7][CH2:8]2)[CH2:3][CH2:2]1. (2) Given the reactants [CH3:1][NH:2][CH2:3][CH2:4][OH:5].[Cl:6][C:7]1[CH:8]=[C:9]([B:14]([CH:16]([O:23][CH:24]([B:31]([C:33]2[CH:38]=[CH:37][C:36]([CH3:39])=[C:35]([Cl:40])[CH:34]=2)[OH:32])[C:25]2[CH:30]=[CH:29][CH:28]=[CH:27][CH:26]=2)[C:17]2[CH:22]=[CH:21][CH:20]=[CH:19][CH:18]=2)O)[CH:10]=[CH:11][C:12]=1[CH3:13], predict the reaction product. The product is: [Cl:6][C:7]1[CH:8]=[C:9]([B:14]([CH:16]([O:23][CH:24]([B:31]([C:33]2[CH:38]=[CH:37][C:36]([CH3:39])=[C:35]([Cl:40])[CH:34]=2)[O:32][CH2:4][CH2:3][NH:2][CH3:1])[C:25]2[CH:30]=[CH:29][CH:28]=[CH:27][CH:26]=2)[C:17]2[CH:22]=[CH:21][CH:20]=[CH:19][CH:18]=2)[O:5][CH2:4][CH2:3][NH:2][CH3:1])[CH:10]=[CH:11][C:12]=1[CH3:13].